From a dataset of Peptide-MHC class I binding affinity with 185,985 pairs from IEDB/IMGT. Regression. Given a peptide amino acid sequence and an MHC pseudo amino acid sequence, predict their binding affinity value. This is MHC class I binding data. (1) The peptide sequence is KEPGVSRELL. The MHC is HLA-B44:03 with pseudo-sequence HLA-B44:03. The binding affinity (normalized) is 0. (2) The MHC is HLA-B15:09 with pseudo-sequence HLA-B15:09. The peptide sequence is CTDPYSQMV. The binding affinity (normalized) is 0.273. (3) The peptide sequence is RSLFNTVATLY. The MHC is HLA-B57:01 with pseudo-sequence HLA-B57:01. The binding affinity (normalized) is 0.644. (4) The peptide sequence is LFILLLCLIFL. The MHC is Patr-A0901 with pseudo-sequence Patr-A0901. The binding affinity (normalized) is 0.229. (5) The peptide sequence is TAAIMLASY. The MHC is HLA-A68:02 with pseudo-sequence HLA-A68:02. The binding affinity (normalized) is 0.0847. (6) The peptide sequence is KYFVRSTEK. The MHC is HLA-B40:01 with pseudo-sequence HLA-B40:01. The binding affinity (normalized) is 0.0847.